Dataset: Reaction yield outcomes from USPTO patents with 853,638 reactions. Task: Predict the reaction yield, written as a fraction of the theoretical maximum amount of product (1.0 means a 100% yield; for example, 0.34 means a 34% yield). (1) The reactants are [NH2:1][C@H:2]1[CH2:7][CH2:6][N:5]([C:8]2[O:9][C:10]([CH:20]([CH3:22])[CH3:21])=[C:11]([C:13]([O:15][CH2:16][CH2:17][CH2:18][CH3:19])=[O:14])[N:12]=2)[CH2:4][C@H:3]1[O:23][CH3:24].[Cl:25][C:26]1[N:27]=[C:28]([C:33](O)=[O:34])[NH:29][C:30]=1[CH2:31][CH3:32].CCN=C=NCCCN(C)C.Cl.C1C=CC2N(O)N=NC=2C=1. The catalyst is ClCCl.CC(N(C)C)=O. The product is [Cl:25][C:26]1[N:27]=[C:28]([C:33]([NH:1][C@H:2]2[CH2:7][CH2:6][N:5]([C:8]3[O:9][C:10]([CH:20]([CH3:21])[CH3:22])=[C:11]([C:13]([O:15][CH2:16][CH2:17][CH2:18][CH3:19])=[O:14])[N:12]=3)[CH2:4][C@H:3]2[O:23][CH3:24])=[O:34])[NH:29][C:30]=1[CH2:31][CH3:32]. The yield is 0.770. (2) The reactants are [C:1]([C:3]1[C:4]([CH3:16])=[CH:5][C:6]([C:11](OCC)=[O:12])=[N:7][C:8]=1[O:9][CH3:10])#[N:2].[Cl-].[Ca+2].[Cl-].[BH4-].[Na+].CCOC(C)=O. The catalyst is O1CCCC1.C(O)C.C(Cl)Cl. The product is [OH:12][CH2:11][C:6]1[CH:5]=[C:4]([CH3:16])[C:3]([C:1]#[N:2])=[C:8]([O:9][CH3:10])[N:7]=1. The yield is 0.930. (3) The reactants are Br[CH2:2][C:3]1[CH:11]=[CH:10][C:6]([C:7]([OH:9])=[O:8])=[CH:5][C:4]=1[N+:12]([O-:14])=[O:13].[NH3:15]. The catalyst is CCO. The product is [NH2:15][CH2:2][C:3]1[CH:11]=[CH:10][C:6]([C:7]([OH:9])=[O:8])=[CH:5][C:4]=1[N+:12]([O-:14])=[O:13]. The yield is 0.680. (4) The reactants are [N:1]1([C:7]2[C:8]3[N:16]=[C:15]([C:17]4[CH:18]=[N:19][CH:20]=[CH:21][CH:22]=4)[S:14][C:9]=3[N:10]=[C:11]([NH2:13])[N:12]=2)[CH2:6][CH2:5][NH:4][CH2:3][CH2:2]1.[C:23]1([CH3:34])[CH:28]=[CH:27][CH:26]=[C:25]([O:29][CH2:30][C:31](O)=[O:32])[CH:24]=1. No catalyst specified. The product is [NH2:13][C:11]1[N:12]=[C:7]([N:1]2[CH2:6][CH2:5][N:4]([C:31](=[O:32])[CH2:30][O:29][C:25]3[CH:24]=[C:23]([CH3:34])[CH:28]=[CH:27][CH:26]=3)[CH2:3][CH2:2]2)[C:8]2[N:16]=[C:15]([C:17]3[CH:18]=[N:19][CH:20]=[CH:21][CH:22]=3)[S:14][C:9]=2[N:10]=1. The yield is 0.450. (5) The reactants are Br[C:2]1[O:3][CH:4]=[CH:5][CH:6]=1.[C:7]1([C:13]#[CH:14])[CH:12]=[CH:11][CH:10]=[CH:9][CH:8]=1.N1CCC[C@H]1C(O)=O.C(=O)([O-])[O-].[Na+].[Na+].[N-:29]=[N+:30]=[N-:31].[Na+].O=C1O[C@H]([C@H](CO)O)C([O-])=C1O.[Na+]. The catalyst is O.O.O.O.O.S([O-])([O-])(=O)=O.[Cu+2].O.CS(C)=O. The product is [O:3]1[CH:4]=[CH:5][CH:6]=[C:2]1[N:29]1[CH:14]=[C:13]([C:7]2[CH:12]=[CH:11][CH:10]=[CH:9][CH:8]=2)[N:31]=[N:30]1. The yield is 0.0500. (6) The yield is 0.630. The reactants are [C:1]([C:3](=[C:5]1[CH2:10][CH2:9][N:8]([C:11]2[CH:16]=[CH:15][C:14]([N:17]3[CH2:21][C@H:20]([CH2:22][NH2:23])[O:19][C:18]3=[O:24])=[CH:13][C:12]=2[F:25])[CH2:7][CH2:6]1)[CH3:4])#[N:2].[Cl:26][CH:27]([Cl:31])[C:28](O)=[O:29]. The product is [C:1]([C:3](=[C:5]1[CH2:10][CH2:9][N:8]([C:11]2[CH:16]=[CH:15][C:14]([N:17]3[CH2:21][C@H:20]([CH2:22][NH:23][C:28](=[O:29])[CH:27]([Cl:31])[Cl:26])[O:19][C:18]3=[O:24])=[CH:13][C:12]=2[F:25])[CH2:7][CH2:6]1)[CH3:4])#[N:2]. No catalyst specified.